Dataset: NCI-60 drug combinations with 297,098 pairs across 59 cell lines. Task: Regression. Given two drug SMILES strings and cell line genomic features, predict the synergy score measuring deviation from expected non-interaction effect. Drug 1: CCC1=C2CN3C(=CC4=C(C3=O)COC(=O)C4(CC)O)C2=NC5=C1C=C(C=C5)O. Drug 2: CC1=C(N=C(N=C1N)C(CC(=O)N)NCC(C(=O)N)N)C(=O)NC(C(C2=CN=CN2)OC3C(C(C(C(O3)CO)O)O)OC4C(C(C(C(O4)CO)O)OC(=O)N)O)C(=O)NC(C)C(C(C)C(=O)NC(C(C)O)C(=O)NCCC5=NC(=CS5)C6=NC(=CS6)C(=O)NCCC[S+](C)C)O. Cell line: UACC-257. Synergy scores: CSS=7.84, Synergy_ZIP=-2.60, Synergy_Bliss=0.494, Synergy_Loewe=-1.21, Synergy_HSA=0.883.